From a dataset of Reaction yield outcomes from USPTO patents with 853,638 reactions. Predict the reaction yield, written as a fraction of the theoretical maximum amount of product (1.0 means a 100% yield; for example, 0.34 means a 34% yield). (1) The reactants are [CH3:1][C:2]1[CH:7]=[CH:6][N:5]=[CH:4][C:3]=1[N:8]1[CH2:12][CH2:11][NH:10][C:9]1=[O:13].Br[C:15]1[CH:24]=[CH:23][C:18]2[O:19][CH2:20][CH2:21][O:22][C:17]=2[CH:16]=1.N[C@@H]1CCCC[C@H]1N.C(=O)([O-])[O-].[K+].[K+]. The catalyst is [Cu](I)I.O1CCOCC1. The product is [O:19]1[C:18]2[CH:23]=[CH:24][C:15]([N:10]3[CH2:11][CH2:12][N:8]([C:3]4[CH:4]=[N:5][CH:6]=[CH:7][C:2]=4[CH3:1])[C:9]3=[O:13])=[CH:16][C:17]=2[O:22][CH2:21][CH2:20]1. The yield is 0.421. (2) The yield is 0.920. The catalyst is ClCCl. The reactants are [CH:1]12[CH2:15][CH:5]([N:6]([C:8]([O:10][C:11]([CH3:14])([CH3:13])[CH3:12])=[O:9])[CH2:7]1)[CH2:4][NH:3][CH2:2]2.C(N(CC)CC)C.[F:23][C:24]([F:35])([F:34])[C:25](O[C:25](=[O:26])[C:24]([F:35])([F:34])[F:23])=[O:26]. The product is [F:23][C:24]([F:35])([F:34])[C:25]([N:3]1[CH2:4][CH:5]2[CH2:15][CH:1]([CH2:7][N:6]2[C:8]([O:10][C:11]([CH3:12])([CH3:14])[CH3:13])=[O:9])[CH2:2]1)=[O:26]. (3) The reactants are Br[C:2]1[CH:3]=[C:4]([NH:10][C:11]2[CH:16]=[CH:15][N:14]=[CH:13][N:12]=2)[C:5](=[O:9])[N:6]([CH3:8])[CH:7]=1.CC(C1C=C(C(C)C)C(C2C=CC=CC=2P(C2CCCCC2)C2CCCCC2)=C(C(C)C)C=1)C.CC([O-])=O.[K+].[CH3:56][C:57]1([CH3:73])[C:61]([CH3:63])([CH3:62])[O:60][B:59]([B:59]2[O:60][C:61]([CH3:63])([CH3:62])[C:57]([CH3:73])([CH3:56])[O:58]2)[O:58]1. The catalyst is C1C=CC(/C=C/C(/C=C/C2C=CC=CC=2)=O)=CC=1.C1C=CC(/C=C/C(/C=C/C2C=CC=CC=2)=O)=CC=1.C1C=CC(/C=C/C(/C=C/C2C=CC=CC=2)=O)=CC=1.[Pd].[Pd].O1CCOCC1. The product is [CH3:8][N:6]1[CH:7]=[C:2]([B:59]2[O:60][C:61]([CH3:63])([CH3:62])[C:57]([CH3:73])([CH3:56])[O:58]2)[CH:3]=[C:4]([NH:10][C:11]2[CH:16]=[CH:15][N:14]=[CH:13][N:12]=2)[C:5]1=[O:9]. The yield is 0.820. (4) The reactants are Br[C:2]1[CH:7]=[CH:6][C:5]([CH:8]2[CH2:13][CH2:12][N:11]([CH3:14])[CH2:10][CH2:9]2)=[CH:4][CH:3]=1.[B:15]1([B:15]2[O:19][C:18]([CH3:21])([CH3:20])[C:17]([CH3:23])([CH3:22])[O:16]2)[O:19][C:18]([CH3:21])([CH3:20])[C:17]([CH3:23])([CH3:22])[O:16]1.C([O-])([O-])=O.[K+].[K+]. The catalyst is O1CCOCC1.C1C=CC(P(C2C=CC=CC=2)[C-]2C=CC=C2)=CC=1.C1C=CC(P(C2C=CC=CC=2)[C-]2C=CC=C2)=CC=1.[Fe+2].C1C=CC(/C=C/C(/C=C/C2C=CC=CC=2)=O)=CC=1.C1C=CC(/C=C/C(/C=C/C2C=CC=CC=2)=O)=CC=1.C1C=CC(/C=C/C(/C=C/C2C=CC=CC=2)=O)=CC=1.[Pd].[Pd]. The product is [CH3:14][N:11]1[CH2:12][CH2:13][CH:8]([C:5]2[CH:6]=[CH:7][C:2]([B:15]3[O:19][C:18]([CH3:21])([CH3:20])[C:17]([CH3:23])([CH3:22])[O:16]3)=[CH:3][CH:4]=2)[CH2:9][CH2:10]1. The yield is 1.00. (5) The reactants are [H-].[Na+].[C:3]([NH:6][CH:7]([C:13]([O:15][CH2:16][CH3:17])=[O:14])[C:8]([O:10][CH2:11][CH3:12])=[O:9])(=[O:5])[CH3:4].Br[CH:19]1[CH2:28][CH2:27][C:26]2[C:21](=[CH:22][CH:23]=[C:24]([CH2:29][CH2:30][CH2:31][CH2:32][CH2:33][CH2:34][CH2:35][CH3:36])[CH:25]=2)[C:20]1=[O:37]. The catalyst is CN(C=O)C. The product is [CH2:11]([O:10][C:8](=[O:9])[C:7]([NH:6][C:3](=[O:5])[CH3:4])([CH:19]1[CH2:28][CH2:27][C:26]2[C:21](=[CH:22][CH:23]=[C:24]([CH2:29][CH2:30][CH2:31][CH2:32][CH2:33][CH2:34][CH2:35][CH3:36])[CH:25]=2)[C:20]1=[O:37])[C:13]([O:15][CH2:16][CH3:17])=[O:14])[CH3:12]. The yield is 0.750. (6) The reactants are [CH3:1][O:2][CH2:3][CH2:4][O:5][C:6]1[C:16]([O:17][CH2:18][CH2:19][O:20][CH3:21])=[CH:15][C:9]([C:10]([O:12][CH2:13][CH3:14])=[O:11])=[C:8]([N+:22]([O-])=O)[CH:7]=1.[H][H]. The catalyst is CCOC(C)=O.[Pd]. The product is [NH2:22][C:8]1[CH:7]=[C:6]([O:5][CH2:4][CH2:3][O:2][CH3:1])[C:16]([O:17][CH2:18][CH2:19][O:20][CH3:21])=[CH:15][C:9]=1[C:10]([O:12][CH2:13][CH3:14])=[O:11]. The yield is 0.920. (7) The reactants are [C:1]([C:3]1[C:9](=O)[C:8](Cl)=[C:7](Cl)[C:5](=O)[C:4]=1[C:13]#N)#N.[C:15]1([CH3:21])[CH:20]=[CH:19][CH:18]=[CH:17][CH:16]=1. No catalyst specified. The product is [CH2:1]1[C:8]2[CH:9]=[CH:3][C:4]3=[C:5]4[C:13]=2[C:4]2[C:5]5[C:16]6[C:17]4=[C:18]([CH:19]=[CH:20][C:15]=6[CH2:21][C:7]=5[CH:8]=[CH:9][C:3]1=2)[CH2:13]3. The yield is 0.670. (8) The reactants are [Br-:1].[C:2]([CH2:5][CH2:6][CH2:7][CH2:8][CH2:9][N+:10]1[C:18]2[C:13](=[CH:14][CH:15]=[CH:16][CH:17]=2)[C:12]([CH3:20])([CH3:19])[C:11]=1[CH3:21])([OH:4])=[O:3].[C:22]1([NH:28][CH:29]=NC2C=CC=CC=2)[CH:27]=[CH:26][CH:25]=[CH:24][CH:23]=1. The catalyst is C(O)(=O)C. The product is [Br-:1].[C:2]([CH2:5][CH2:6][CH2:7][CH2:8][CH2:9][N+:10]1[C:18]2[C:13](=[CH:14][CH:15]=[CH:16][CH:17]=2)[C:12]([CH3:20])([CH3:19])[C:11]=1[CH:21]=[CH:29][NH:28][C:22]1[CH:27]=[CH:26][CH:25]=[CH:24][CH:23]=1)([OH:4])=[O:3]. The yield is 0.620. (9) The reactants are Br.[CH3:2][N:3]([CH3:25])[CH2:4][CH2:5][CH2:6][C:7]1([C:18]2[CH:23]=[CH:22][C:21]([F:24])=[CH:20][CH:19]=2)[C:11]2[CH:12]=[CH:13][C:14]([C:16]#[N:17])=[CH:15][C:10]=2[CH2:9][O:8]1.[CH2:26]([NH2:33])[C:27]1[CH:32]=[CH:31][CH:30]=[CH:29][CH:28]=1. The product is [CH2:26]([NH:33][C:16]([C:14]1[CH:13]=[CH:12][C:11]2[C:7]([CH2:6][CH2:5][CH2:4][N:3]([CH3:25])[CH3:2])([C:18]3[CH:19]=[CH:20][C:21]([F:24])=[CH:22][CH:23]=3)[O:8][CH2:9][C:10]=2[CH:15]=1)=[NH:17])[C:27]1[CH:32]=[CH:31][CH:30]=[CH:29][CH:28]=1. No catalyst specified. The yield is 0.190. (10) The reactants are Br[C:2]1[N:6]2[CH:7]=[CH:8][N:9]([CH2:12][CH3:13])[C:10](=[O:11])[C:5]2=[N:4][CH:3]=1.[F:14][C:15]1[CH:20]=[CH:19][C:18](B(O)O)=[CH:17][C:16]=1[O:24][CH2:25][C:26]1[N:27]([CH3:31])[N:28]=[CH:29][N:30]=1. No catalyst specified. The product is [CH2:12]([N:9]1[CH:8]=[CH:7][N:6]2[C:2]([C:18]3[CH:19]=[CH:20][C:15]([F:14])=[C:16]([O:24][CH2:25][C:26]4[N:27]([CH3:31])[N:28]=[CH:29][N:30]=4)[CH:17]=3)=[CH:3][N:4]=[C:5]2[C:10]1=[O:11])[CH3:13]. The yield is 0.230.